Predict the reaction yield, written as a fraction of the theoretical maximum amount of product (1.0 means a 100% yield; for example, 0.34 means a 34% yield). From a dataset of Reaction yield outcomes from USPTO patents with 853,638 reactions. (1) The reactants are [NH2:1][C:2]1[C:11]2[C:6](=[C:7](Br)[CH:8]=[CH:9][CH:10]=2)[N:5]=[N:4][C:3]=1[C:13]([NH:15][CH2:16][CH2:17][CH3:18])=[O:14].[F:19][C:20]1[CH:25]=[C:24]([F:26])[CH:23]=[CH:22][C:21]=1B(O)O. No catalyst specified. The product is [NH2:1][C:2]1[C:11]2[C:6](=[C:7]([C:23]3[CH:22]=[CH:21][C:20]([F:19])=[CH:25][C:24]=3[F:26])[CH:8]=[CH:9][CH:10]=2)[N:5]=[N:4][C:3]=1[C:13]([NH:15][CH2:16][CH2:17][CH3:18])=[O:14]. The yield is 0.923. (2) The reactants are [C:1]([C:5]1[CH:10]=[CH:9][C:8]([C:11]2[C:19]3[C:14](=[CH:15][CH:16]=[CH:17][CH:18]=3)[N:13]([CH2:20][C:21]3[CH:22]=[C:23]([C:28]4[CH:33]=[CH:32][C:31]([O:34][C:35]([CH3:42])([CH3:41])[C:36]([O:38]CC)=[O:37])=[CH:30][CH:29]=4)[CH:24]=[CH:25][C:26]=3[CH3:27])[C:12]=2[C:43]([O:45]CC)=[O:44])=[CH:7][CH:6]=1)([CH3:4])([CH3:3])[CH3:2].[OH-].[Na+].Cl. The catalyst is C1COCC1.CO. The product is [C:36]([C:35]([O:34][C:31]1[CH:30]=[CH:29][C:28]([C:23]2[CH:24]=[CH:25][C:26]([CH3:27])=[C:21]([CH2:20][N:13]3[C:14]4[C:19](=[CH:18][CH:17]=[CH:16][CH:15]=4)[C:11]([C:8]4[CH:9]=[CH:10][C:5]([C:1]([CH3:3])([CH3:2])[CH3:4])=[CH:6][CH:7]=4)=[C:12]3[C:43]([OH:45])=[O:44])[CH:22]=2)=[CH:33][CH:32]=1)([CH3:42])[CH3:41])([OH:38])=[O:37]. The yield is 0.690. (3) The reactants are [CH3:1][C:2]1[CH:7]=[CH:6][C:5](OS(C(F)(F)F)(=O)=O)=[C:4]([N+:16]([O-:18])=[O:17])[CH:3]=1.[N:19]1[CH:24]=[CH:23][CH:22]=[CH:21][C:20]=1[SH:25].C([O-])([O-])=O.[K+].[K+]. The catalyst is CN(C=O)C.O. The product is [CH3:1][C:2]1[CH:7]=[CH:6][C:5]([S:25][C:20]2[CH:21]=[CH:22][CH:23]=[CH:24][N:19]=2)=[C:4]([N+:16]([O-:18])=[O:17])[CH:3]=1. The yield is 0.780. (4) The reactants are C(N(CC)CC)C.[C:8](OC(=O)C)(=[O:10])[CH3:9].[CH3:15][O:16][CH2:17][O:18][C:19]1[CH:24]=[C:23]([O:25][CH2:26][O:27][CH3:28])[CH:22]=[CH:21][C:20]=1[CH:29]1[CH2:34][CH2:33][CH2:32][CH:31]([NH2:35])[CH2:30]1. The catalyst is ClCCCl. The product is [CH3:15][O:16][CH2:17][O:18][C:19]1[CH:24]=[C:23]([O:25][CH2:26][O:27][CH3:28])[CH:22]=[CH:21][C:20]=1[CH:29]1[CH2:34][CH2:33][CH2:32][CH:31]([NH:35][C:8](=[O:10])[CH3:9])[CH2:30]1. The yield is 0.660. (5) The reactants are [CH3:1][O:2][C:3](=[O:37])[CH:4]([C:9]1[CH:10]=[C:11]([C:23]2[CH:28]=[C:27]([C:29]([F:32])([F:31])[F:30])[CH:26]=[C:25]([C:33]([F:36])([F:35])[F:34])[CH:24]=2)[CH:12]=[C:13](OS(C(F)(F)F)(=O)=O)[CH:14]=1)[CH2:5][CH:6]([CH3:8])[CH3:7].[C:38]([C:40]1[CH:45]=[CH:44][C:43](B(O)O)=[CH:42][CH:41]=1)#[N:39]. No catalyst specified. The product is [CH3:1][O:2][C:3](=[O:37])[CH:4]([C:9]1[CH:10]=[C:11]([C:23]2[CH:28]=[C:27]([C:29]([F:32])([F:30])[F:31])[CH:26]=[C:25]([C:33]([F:35])([F:34])[F:36])[CH:24]=2)[CH:12]=[C:13]([C:43]2[CH:44]=[CH:45][C:40]([C:38]#[N:39])=[CH:41][CH:42]=2)[CH:14]=1)[CH2:5][CH:6]([CH3:7])[CH3:8]. The yield is 0.570. (6) The reactants are [N:1]1([C:7]2[CH:12]=[C:11]([C:13]3[N:17]4[CH:18]=[CH:19][CH:20]=[CH:21][C:16]4=[N:15][C:14]=3[C:22](OCC)=[O:23])[CH:10]=[CH:9][N:8]=2)[CH2:6][CH2:5][O:4][CH2:3][CH2:2]1.CN(C)C1C=C(C2N3C=CC=CC3=NC=2CO)C=CN=1. No catalyst specified. The product is [N:1]1([C:7]2[CH:12]=[C:11]([C:13]3[N:17]4[CH:18]=[CH:19][CH:20]=[CH:21][C:16]4=[N:15][C:14]=3[CH2:22][OH:23])[CH:10]=[CH:9][N:8]=2)[CH2:6][CH2:5][O:4][CH2:3][CH2:2]1. The yield is 0.320.